Dataset: Peptide-MHC class II binding affinity with 134,281 pairs from IEDB. Task: Regression. Given a peptide amino acid sequence and an MHC pseudo amino acid sequence, predict their binding affinity value. This is MHC class II binding data. (1) The peptide sequence is ETALKKAITAMSEAQKAAKP. The MHC is DRB1_0404 with pseudo-sequence DRB1_0404. The binding affinity (normalized) is 0.696. (2) The MHC is HLA-DPA10201-DPB10501 with pseudo-sequence HLA-DPA10201-DPB10501. The peptide sequence is KRHPNNTIFSVDK. The binding affinity (normalized) is 0.